Dataset: Full USPTO retrosynthesis dataset with 1.9M reactions from patents (1976-2016). Task: Predict the reactants needed to synthesize the given product. (1) Given the product [Cl:49][CH2:50][CH2:51][O:44][C:42]1[CH:41]=[C:40]([O:45][CH2:46][CH3:47])[CH:39]=[C:38]2[C:43]=1[C:34]([NH:33][C:30]1[CH:29]=[C:28]([CH2:27][C:26]([NH:25][C:19]3[CH:20]=[CH:21][CH:22]=[C:23]([F:24])[C:18]=3[F:17])=[O:48])[NH:32][N:31]=1)=[N:35][CH:36]=[N:37]2, predict the reactants needed to synthesize it. The reactants are: CC(OC(/N=N/C(OC(C)(C)C)=O)=O)(C)C.[F:17][C:18]1[C:23]([F:24])=[CH:22][CH:21]=[CH:20][C:19]=1[NH:25][C:26](=[O:48])[CH2:27][C:28]1[NH:32][N:31]=[C:30]([NH:33][C:34]2[C:43]3[C:38](=[CH:39][C:40]([O:45][CH2:46][CH3:47])=[CH:41][C:42]=3[OH:44])[N:37]=[CH:36][N:35]=2)[CH:29]=1.[Cl:49][CH2:50][CH2:51]O.C1(P(C2C=CC=CC=2)C2C=CC=CC=2)C=CC=CC=1. (2) Given the product [C:50]([C:54]1[CH:59]=[CH:58][C:57]([C:60]([F:64])([F:65])[C:61]([NH:6][CH2:7][C:8]2[CH:9]=[C:10]3[C:14](=[CH:15][CH:16]=2)[C:13](=[O:17])[N:12]([CH:18]2[CH2:23][CH2:22][C:21](=[O:24])[NH:20][C:19]2=[O:25])[CH2:11]3)=[O:62])=[CH:56][CH:55]=1)([CH3:53])([CH3:51])[CH3:52], predict the reactants needed to synthesize it. The reactants are: CS(O)(=O)=O.[NH2:6][CH2:7][C:8]1[CH:9]=[C:10]2[C:14](=[CH:15][CH:16]=1)[C:13](=[O:17])[N:12]([CH:18]1[CH2:23][CH2:22][C:21](=[O:24])[NH:20][C:19]1=[O:25])[CH2:11]2.CN(C(ON1N=NC2C=CC=NC1=2)=[N+](C)C)C.F[P-](F)(F)(F)(F)F.[C:50]([C:54]1[CH:59]=[CH:58][C:57]([C:60]([F:65])([F:64])[C:61](O)=[O:62])=[CH:56][CH:55]=1)([CH3:53])([CH3:52])[CH3:51].C(N(C(C)C)C(C)C)C. (3) Given the product [F:2][C:3]1[CH:4]=[CH:5][C:6]([C:7]([CH:9]2[CH2:14][CH2:13][N:12]([C:17]([O:19][C:20]([CH3:23])([CH3:22])[CH3:21])=[O:18])[CH2:11][CH2:10]2)=[O:8])=[CH:15][CH:16]=1, predict the reactants needed to synthesize it. The reactants are: Cl.[F:2][C:3]1[CH:16]=[CH:15][C:6]([C:7]([CH:9]2[CH2:14][CH2:13][NH:12][CH2:11][CH2:10]2)=[O:8])=[CH:5][CH:4]=1.[C:17](O[C:17]([O:19][C:20]([CH3:23])([CH3:22])[CH3:21])=[O:18])([O:19][C:20]([CH3:23])([CH3:22])[CH3:21])=[O:18].C([O-])([O-])=O.[Na+].[Na+].